Dataset: Forward reaction prediction with 1.9M reactions from USPTO patents (1976-2016). Task: Predict the product of the given reaction. Given the reactants C([Li])(CC)C.[C:6]([O:10][C:11]([N:13]1[CH2:17][CH:16]2[CH2:18][CH2:19][CH2:20][CH:15]2[CH2:14]1)=[O:12])([CH3:9])([CH3:8])[CH3:7].CN(C)CCN(C)C.[CH2:29]([O:31][C:32](Cl)=[O:33])[CH3:30].Cl.O1CCCC1, predict the reaction product. The product is: [CH:14]1([C:32]([O:31][CH2:29][CH3:30])=[O:33])[CH:15]2[CH2:20][CH2:19][CH2:18][CH:16]2[CH2:17][N:13]1[C:11]([O:10][C:6]([CH3:9])([CH3:7])[CH3:8])=[O:12].